The task is: Predict the reaction yield, written as a fraction of the theoretical maximum amount of product (1.0 means a 100% yield; for example, 0.34 means a 34% yield).. This data is from Reaction yield outcomes from USPTO patents with 853,638 reactions. (1) The product is [F:1][C:2]1[C:3]([O:15][CH3:18])=[C:4]2[C:25](=[CH:9][CH:10]=1)[N:24]([CH3:23])[CH:26]=[C:5]2[CH2:11][C:12]([OH:14])=[O:13]. The catalyst is CO.C(OCC)(=O)C.O. The reactants are [F:1][C:2]1[C:3]([OH:15])=[C:4]2C(=[CH:9][CH:10]=1)NC=[C:5]2[CH2:11][C:12]([OH:14])=[O:13].[OH-].[K+].[CH3:18]I.[OH-].[Na+].Cl.[CH3:23][N:24]([CH:26]=O)[CH3:25]. The yield is 0.850. (2) The reactants are [CH3:1][CH:2]([O:5][C:6](=[O:33])[C@H:7]([CH2:19][CH2:20][CH2:21][NH:22]C(OCC1C=CC=CC=1)=O)[NH:8][S:9]([C:12]1[CH:17]=[CH:16][C:15]([CH3:18])=[CH:14][CH:13]=1)(=[O:11])=[O:10])[CH2:3][CH3:4].CO. The catalyst is [Pd].C(O)C. The product is [CH3:1][CH:2]([O:5][C:6](=[O:33])[C@H:7]([CH2:19][CH2:20][CH2:21][NH2:22])[NH:8][S:9]([C:12]1[CH:13]=[CH:14][C:15]([CH3:18])=[CH:16][CH:17]=1)(=[O:11])=[O:10])[CH2:3][CH3:4]. The yield is 0.990. (3) The reactants are [Br:1][C:2]1[N:3]=[C:4]([C:12]#[C:13][Si](C)(C)C)[C:5]([NH:8]C(=O)C)=[N:6][CH:7]=1.[F-].C([N+](CCCC)(CCCC)CCCC)CCC. The catalyst is C1COCC1. The product is [Br:1][C:2]1[N:3]=[C:4]2[CH:12]=[CH:13][NH:8][C:5]2=[N:6][CH:7]=1. The yield is 0.420. (4) The reactants are C[O:2][C:3]([C:5]1[NH:16][C:8]2=[N:9][CH:10]=[C:11]([N+:13]([O-:15])=[O:14])[CH:12]=[C:7]2[CH:6]=1)=[O:4].[OH-].[K+].Cl. The catalyst is CO.O. The product is [N+:13]([C:11]1[CH:12]=[C:7]2[CH:6]=[C:5]([C:3]([OH:4])=[O:2])[NH:16][C:8]2=[N:9][CH:10]=1)([O-:15])=[O:14]. The yield is 0.980. (5) The reactants are Cl[C:2]1[N:7]=[CH:6][N:5]=[C:4]([O:8][CH:9]2[CH2:14][CH2:13][N:12]([C:15]([O:17][CH:18]([CH3:20])[CH3:19])=[O:16])[CH2:11][CH2:10]2)[C:3]=1[O:21][CH3:22].[CH3:23][C:24]1[C:29]([NH2:30])=[CH:28][CH:27]=[C:26]([C:31]([S:34]([CH3:37])(=[O:36])=[O:35])([CH3:33])[CH3:32])[N:25]=1.C1(C2C=CC=CC=2)C=CC=CC=1P(C(C)(C)C)C(C)(C)C.C(=O)([O-])[O-].[Cs+].[Cs+]. The catalyst is O1CCOCC1.C1C=CC(/C=C/C(/C=C/C2C=CC=CC=2)=O)=CC=1.C1C=CC(/C=C/C(/C=C/C2C=CC=CC=2)=O)=CC=1.C1C=CC(/C=C/C(/C=C/C2C=CC=CC=2)=O)=CC=1.[Pd].[Pd]. The product is [CH3:22][O:21][C:3]1[C:4]([O:8][CH:9]2[CH2:14][CH2:13][N:12]([C:15]([O:17][CH:18]([CH3:20])[CH3:19])=[O:16])[CH2:11][CH2:10]2)=[N:5][CH:6]=[N:7][C:2]=1[NH:30][C:29]1[C:24]([CH3:23])=[N:25][C:26]([C:31]([S:34]([CH3:37])(=[O:36])=[O:35])([CH3:32])[CH3:33])=[CH:27][CH:28]=1. The yield is 0.0400. (6) The reactants are [CH2:1]([O:3][C:4](=[O:30])[C:5]([N:7]([CH2:19][C:20]1[CH:21]=[CH:22][C:23]2[O:27][CH:26]=[C:25](Br)[C:24]=2[CH:29]=1)[CH2:8][C:9]1[CH:14]=[CH:13][C:12]([C:15]([F:18])([F:17])[F:16])=[CH:11][CH:10]=1)=[O:6])[CH3:2].[CH:31]#[C:32][CH2:33][CH2:34][CH2:35][CH2:36][CH2:37][CH2:38][CH2:39][CH2:40][CH2:41][CH3:42]. No catalyst specified. The product is [CH2:1]([O:3][C:4](=[O:30])[C:5]([N:7]([CH2:19][C:20]1[CH:21]=[CH:22][C:23]2[O:27][CH:26]=[C:25]([C:31]#[C:32][CH2:33][CH2:34][CH2:35][CH2:36][CH2:37][CH2:38][CH2:39][CH2:40][CH2:41][CH3:42])[C:24]=2[CH:29]=1)[CH2:8][C:9]1[CH:14]=[CH:13][C:12]([C:15]([F:18])([F:17])[F:16])=[CH:11][CH:10]=1)=[O:6])[CH3:2]. The yield is 0.340. (7) The product is [C:1]([O:4][CH2:5][C:6](=[O:16])[CH2:7][C:8]1[CH:13]=[CH:12][CH:11]=[CH:10][C:9]=1[Cl:17])(=[O:3])[CH3:2]. No catalyst specified. The yield is 0.430. The reactants are [C:1]([O:4][CH2:5][C:6](=[O:16])[CH2:7][C:8]1[CH:13]=[CH:12][C:11](Cl)=[C:10](Cl)[CH:9]=1)(=[O:3])[CH3:2].[Cl:17]CC(=O)CC1C=CC=CC=1Cl.C(O)(=O)C.C(N(CC)CC)C.